Dataset: Full USPTO retrosynthesis dataset with 1.9M reactions from patents (1976-2016). Task: Predict the reactants needed to synthesize the given product. (1) Given the product [F:12][C:13]1[CH:14]=[C:15]([N+:20]([O-:22])=[O:21])[CH:16]=[CH:17][C:18]=1[N:1]1[CH:5]=[CH:4][C:3]([C:6]2[CH:11]=[CH:10][CH:9]=[CH:8][N:7]=2)=[N:2]1, predict the reactants needed to synthesize it. The reactants are: [NH:1]1[CH:5]=[CH:4][C:3]([C:6]2[CH:11]=[CH:10][CH:9]=[CH:8][N:7]=2)=[N:2]1.[F:12][C:13]1[CH:14]=[C:15]([N+:20]([O-:22])=[O:21])[CH:16]=[CH:17][C:18]=1F.C(=O)([O-])[O-].[K+].[K+].O. (2) Given the product [CH2:2]([O:9][C:10]1[C:15]([Br:16])=[C:14]([OH:17])[CH:13]=[C:12]([C:26]2[O:27][C:28]([CH3:31])=[CH:29][N:30]=2)[CH:11]=1)[C:3]1[CH:4]=[CH:5][CH:6]=[CH:7][CH:8]=1, predict the reactants needed to synthesize it. The reactants are: Cl.[CH2:2]([O:9][C:10]1[CH:11]=[C:12]([C:26]2[O:27][C:28]([CH3:31])=[CH:29][N:30]=2)[CH:13]=[C:14]([O:17]COCC[Si](C)(C)C)[C:15]=1[Br:16])[C:3]1[CH:8]=[CH:7][CH:6]=[CH:5][CH:4]=1. (3) The reactants are: [CH2:1]([C:3]1[CH:7]=[C:6]([CH2:8][CH3:9])[NH:5][N:4]=1)[CH3:2].[Cl:10][S:11](O)(=[O:13])=[O:12].S(Cl)(Cl)=O. Given the product [CH2:1]([C:3]1[C:7]([S:11]([Cl:10])(=[O:13])=[O:12])=[C:6]([CH2:8][CH3:9])[NH:5][N:4]=1)[CH3:2], predict the reactants needed to synthesize it. (4) Given the product [Cl-:14].[CH2:1]([NH2+:8][CH2:9][CH2:10][Cl:14])[C:2]1[CH:7]=[CH:6][CH:5]=[CH:4][CH:3]=1, predict the reactants needed to synthesize it. The reactants are: [CH2:1]([NH:8][CH2:9][CH2:10]O)[C:2]1[CH:7]=[CH:6][CH:5]=[CH:4][CH:3]=1.O=S(Cl)[Cl:14]. (5) The reactants are: [NH2:1][CH2:2][CH2:3][CH2:4][S:5]([O:8][CH2:9][C:10]([CH3:23])([CH3:22])[CH2:11][CH2:12][CH2:13][O:14][CH2:15][C:16]1[CH:21]=[CH:20][CH:19]=[CH:18][CH:17]=1)(=[O:7])=[O:6].[C:24](OC(=O)C)(=[O:26])[CH3:25].C(N(CC)CC)C. Given the product [C:24]([NH:1][CH2:2][CH2:3][CH2:4][S:5]([O:8][CH2:9][C:10]([CH3:23])([CH3:22])[CH2:11][CH2:12][CH2:13][O:14][CH2:15][C:16]1[CH:17]=[CH:18][CH:19]=[CH:20][CH:21]=1)(=[O:6])=[O:7])(=[O:26])[CH3:25], predict the reactants needed to synthesize it. (6) The reactants are: [CH2:1]([O:3][C:4]([C:6]1[N:7]([CH2:23][C:24]([F:27])([F:26])[F:25])[C:8]2[C:13]([CH:14]=1)=[CH:12][C:11]([O:15]CC1C=CC=CC=1)=[CH:10][CH:9]=2)=[O:5])[CH3:2]. Given the product [CH2:1]([O:3][C:4]([C:6]1[N:7]([CH2:23][C:24]([F:27])([F:25])[F:26])[C:8]2[C:13]([CH:14]=1)=[CH:12][C:11]([OH:15])=[CH:10][CH:9]=2)=[O:5])[CH3:2], predict the reactants needed to synthesize it. (7) Given the product [CH3:14][C:15]1([CH3:24])[O:23][C@@H:22]([C:20]([OH:21])=[O:19])[C@@H:17]([CH2:18][S:11][C:2]2[CH:3]=[CH:4][C:5]3[C:10](=[CH:9][CH:8]=[CH:7][CH:6]=3)[CH:1]=2)[O:16]1, predict the reactants needed to synthesize it. The reactants are: [CH:1]1[C:10]2[C:5](=[CH:6][CH:7]=[CH:8][CH:9]=2)[CH:4]=[CH:3][C:2]=1[SH:11].[H-].[Na+].[CH3:14][C:15]1([CH3:24])[O:23][C@@H:22]2[C@@H:17]([CH2:18][O:19][C:20]2=[O:21])[O:16]1.